This data is from Full USPTO retrosynthesis dataset with 1.9M reactions from patents (1976-2016). The task is: Predict the reactants needed to synthesize the given product. (1) Given the product [Cl:18][C:11]1[CH:10]=[C:9]([C:6]2[CH:7]=[CH:8][N:4]([CH2:3][C@H:2]([NH:1][C:26]([C:24]3[N:25]=[C:21]([CH3:20])[NH:22][CH:23]=3)=[O:27])[CH3:19])[N:5]=2)[CH:16]=[C:15]([F:17])[C:12]=1[C:13]#[N:14], predict the reactants needed to synthesize it. The reactants are: [NH2:1][C@H:2]([CH3:19])[CH2:3][N:4]1[CH:8]=[CH:7][C:6]([C:9]2[CH:16]=[C:15]([F:17])[C:12]([C:13]#[N:14])=[C:11]([Cl:18])[CH:10]=2)=[N:5]1.[CH3:20][C:21]1[NH:22][CH:23]=[C:24]([C:26](O)=[O:27])[N:25]=1. (2) Given the product [CH2:1]([S:3]([C:6]1[O:10][C:9]2[CH:11]=[CH:12][CH:13]=[C:14]([OH:15])[C:8]=2[CH:7]=1)(=[O:4])=[O:5])[CH3:2], predict the reactants needed to synthesize it. The reactants are: [CH2:1]([S:3]([C:6]1[O:10][C:9]2[CH:11]=[CH:12][CH:13]=[C:14]([O:15]C)[C:8]=2[CH:7]=1)(=[O:5])=[O:4])[CH3:2].B(Br)(Br)Br. (3) Given the product [CH3:1][O:2][C:3](=[O:12])[C:4]1[CH:9]=[CH:8][C:7]([CH2:10][O:11][CH:14]2[CH2:15][CH2:16][CH2:17][CH2:18][O:13]2)=[CH:6][CH:5]=1, predict the reactants needed to synthesize it. The reactants are: [CH3:1][O:2][C:3](=[O:12])[C:4]1[CH:9]=[CH:8][C:7]([CH2:10][OH:11])=[CH:6][CH:5]=1.[O:13]1[CH:18]=[CH:17][CH2:16][CH2:15][CH2:14]1. (4) Given the product [CH:1]1([CH2:4][C:5](=[O:22])[C:11]([O:13][CH2:14][CH3:15])=[O:12])[CH2:3][CH2:2]1, predict the reactants needed to synthesize it. The reactants are: [CH:1]1([CH2:4][C:5]2([C:11]([O:13][CH2:14][CH3:15])=[O:12])SCCCS2)[CH2:3][CH2:2]1.BrN1C(=[O:22])CCC1=O.C(Cl)Cl.CCCCCC.S([O-])([O-])=O.[Na+].[Na+]. (5) Given the product [Cl:1][C:2]1[CH:7]=[CH:6][C:5]([CH2:13][CH2:12][CH2:11][C:10](=[O:14])[CH3:9])=[CH:4][CH:3]=1, predict the reactants needed to synthesize it. The reactants are: [Cl:1][C:2]1[CH:7]=[CH:6][C:5](Br)=[CH:4][CH:3]=1.[CH3:9][CH:10]([OH:14])[CH2:11][CH:12]=[CH2:13].[Cl-].[Li+].O.O.C([O-])(=O)C.[Li+].Cl. (6) The reactants are: [F:1][C:2]1[CH:10]=[C:9]2[C:5]([CH2:6][CH2:7][N:8]2[CH:11]2[CH2:16][CH2:15][N:14]([C:17]3[N:22]=[N:21][C:20]([C:23]4[CH:24]=[N:25][N:26]([CH2:28][C:29](OCC)=[O:30])[CH:27]=4)=[CH:19][CH:18]=3)[CH2:13][CH2:12]2)=[CH:4][CH:3]=1.CO.[CH3:36][NH2:37]. Given the product [F:1][C:2]1[CH:10]=[C:9]2[C:5]([CH2:6][CH2:7][N:8]2[CH:11]2[CH2:12][CH2:13][N:14]([C:17]3[N:22]=[N:21][C:20]([C:23]4[CH:24]=[N:25][N:26]([CH2:28][C:29]([NH:37][CH3:36])=[O:30])[CH:27]=4)=[CH:19][CH:18]=3)[CH2:15][CH2:16]2)=[CH:4][CH:3]=1, predict the reactants needed to synthesize it. (7) Given the product [CH3:1][O:2][C:3](=[O:37])[CH:4]([C:9]1[CH:10]=[C:11]([C:23]2[CH:28]=[C:27]([C:29]([F:31])([F:30])[F:32])[CH:26]=[C:25]([C:33]([F:34])([F:35])[F:36])[CH:24]=2)[CH:12]=[C:13]([C:41]2[CH:42]=[CH:43][C:44]([Cl:45])=[C:39]([F:38])[CH:40]=2)[CH:14]=1)[CH2:5][CH:6]([CH3:8])[CH3:7], predict the reactants needed to synthesize it. The reactants are: [CH3:1][O:2][C:3](=[O:37])[CH:4]([C:9]1[CH:10]=[C:11]([C:23]2[CH:28]=[C:27]([C:29]([F:32])([F:31])[F:30])[CH:26]=[C:25]([C:33]([F:36])([F:35])[F:34])[CH:24]=2)[CH:12]=[C:13](OS(C(F)(F)F)(=O)=O)[CH:14]=1)[CH2:5][CH:6]([CH3:8])[CH3:7].[F:38][C:39]1[CH:40]=[C:41](B(O)O)[CH:42]=[CH:43][C:44]=1[Cl:45].